This data is from Full USPTO retrosynthesis dataset with 1.9M reactions from patents (1976-2016). The task is: Predict the reactants needed to synthesize the given product. (1) Given the product [C:11]([O:15][C:16]([N:18]1[CH2:22][CH2:21][CH2:20][C@@H:19]1[C:23](=[O:24])[NH:7][CH2:8][CH2:9][SH:10])=[O:17])([CH3:14])([CH3:13])[CH3:12], predict the reactants needed to synthesize it. The reactants are: C(=O)(O)[O-].[Na+].Cl.[NH2:7][CH2:8][CH2:9][SH:10].[C:11]([O:15][C:16]([N:18]1[CH2:22][CH2:21][CH2:20][C@@H:19]1[C:23](F)=[O:24])=[O:17])([CH3:14])([CH3:13])[CH3:12]. (2) The reactants are: [NH2:1][C@H:2]1[CH2:7][CH2:6][CH2:5][CH2:4][C@@H:3]1[NH:8][CH:9]1[CH2:14][CH2:13][N:12]([C:15]2([CH3:28])[CH2:20][CH2:19][N:18]([C:21]([O:23][C:24]([CH3:27])([CH3:26])[CH3:25])=[O:22])[CH2:17][CH2:16]2)[CH2:11][CH2:10]1.[C:29](N1C=CN=C1)(N1C=CN=C1)=[O:30]. Given the product [O:30]=[C:29]1[N:8]([CH:9]2[CH2:14][CH2:13][N:12]([C:15]3([CH3:28])[CH2:16][CH2:17][N:18]([C:21]([O:23][C:24]([CH3:27])([CH3:26])[CH3:25])=[O:22])[CH2:19][CH2:20]3)[CH2:11][CH2:10]2)[C@H:3]2[CH2:4][CH2:5][CH2:6][CH2:7][C@@H:2]2[NH:1]1, predict the reactants needed to synthesize it. (3) Given the product [C:1]([O:5][C:6]([N:8]1[CH2:9][CH2:10][C:11]2([C:14]3[N:18]([N:17]=[C:16]([CH2:19][C:20]4[CH:21]=[CH:22][CH:23]=[CH:24][CH:25]=4)[CH:15]=3)[CH2:27][CH2:26]2)[CH2:12][CH2:13]1)=[O:7])([CH3:4])([CH3:2])[CH3:3], predict the reactants needed to synthesize it. The reactants are: [C:1]([O:5][C:6]([N:8]1[CH2:13][CH2:12][C:11]([CH2:26][CH2:27]O)([C:14]2[NH:18][N:17]=[C:16]([CH2:19][C:20]3[CH:25]=[CH:24][CH:23]=[CH:22][CH:21]=3)[CH:15]=2)[CH2:10][CH2:9]1)=[O:7])([CH3:4])([CH3:3])[CH3:2].C1(P(C2C=CC=CC=2)C2C=CC=CC=2)C=CC=CC=1.CCOC(/N=N/C(OCC)=O)=O.